This data is from Experimentally validated miRNA-target interactions with 360,000+ pairs, plus equal number of negative samples. The task is: Binary Classification. Given a miRNA mature sequence and a target amino acid sequence, predict their likelihood of interaction. (1) The miRNA is hsa-miR-376b-3p with sequence AUCAUAGAGGAAAAUCCAUGUU. The protein sequence of the target gene is MASLDLPYRCPRCGEHKRFRSLSSLRAHLEYSHTYETLYILSKTNSICDGAAAAAAAAAAASGFPLAPEPAALLAVPGARREVFESTSFQGKEQATGPSPAGPHLLHHHHHHAPLAHFPADLVPASLPCEELAEPGLVPAARYALREIEIPLGELFARKSVASSACSTPPPGPGPGPCSGPSSASPASPSPADVAYEEGLARLKIRALEKLEVDRRLERLSEEVEQKIAGQVGRLQAELERKAAELETARQESARLGREKEELEERASELSRQVDVSVELLASLKQDLVHKEQELSRKQQ.... Result: 0 (no interaction). (2) The miRNA is hsa-miR-766-5p with sequence AGGAGGAAUUGGUGCUGGUCUU. The protein sequence of the target gene is MGDRRFIDFQFQDLNSSLRPRLGNATANNTCIVDDSFKYNLNGAVYSVVFILGLITNSASLFVFCFRMKMRSETAIFITNLALSDLLFVCTLPFKIFYNFNRHWPFGDTLCKISGTAFLTNIYGSMLFLTCISVDRFLAIVYPFRSRTIRTRRNSAIVCAGVWILVLSGGISASLFSTTNVNNATTTCFEGFSKRVWKTYLSKITIFIEVVGFIIPLILNVSCSSVVLRTLRKPATLSQIGTNKKKVLKMITVHMAVFVVCFVPYNSVLFLYALVRSQAITNCLLERFAKIMYPITLCLA.... Result: 0 (no interaction). (3) The miRNA is mmu-miR-130a-3p with sequence CAGUGCAAUGUUAAAAGGGCAU. The protein sequence of the target gene is MARNVVYPLYRLGGPQLRVFRTNFFIQLVRPGVAQPEDTVQFRIPMEMTRVDLRNYLEGIYNVPVAAVRTRVQHGSNKRRDHRNVRIKKPDYKVAYVQLAHGQTFTFPDLFPEKDESPEGSAADDLYSMLEEERQQRQSSDPRRGGVPSWFGL. Result: 0 (no interaction). (4) The miRNA is hsa-miR-4743-5p with sequence UGGCCGGAUGGGACAGGAGGCAU. The protein sequence of the target gene is MHLGAYRTRHGKVSPTTETKLFLRFIVLCVVWISVHAQGQGIDILQQLGLGGRDVRYTSSVTAVPSSSWSTPLPQGVHLTDFGVILTDNAYIESPLVNILPISLRQPLTVLIGLQSFKVNNAFLFSIRNNNRLQFGVQLLPKKLIVHVGGKQTVTFNYSAHDERWHSFAITVDHHVISMFVECGKRHFSGETTSDVQTFDPHSVFTLGSINNSSAHFEGTVCQLEIMPSTAASAEYCRHLKQQCLRADASQAQRNLPHTAGMPTRHPAHTPLPRGFPGTDSPQKRFTEQDSLPKGFDGTE.... Result: 0 (no interaction). (5) The miRNA is hsa-miR-4694-5p with sequence AGGUGUUAUCCUAUCCAUUUGC. The protein sequence of the target gene is MDFSMVAGAAAYNEKSGRITSLSLLFQKVFAQIFPQWRKGNTEECLPYKCSETGALGENYSWQIPINHNDFKILKNNERQLCEVLQNKFGCISTLVSPVQEGNSKSLQVFRKMLTPRIELSVWKDDLTTHAVDAVVNAANEDLLHGGGLALALVKAGGFEIQEESKQFVARYGKVSAGEIAVTGAGRLPCKQIIHAVGPRWMEWDKQGCTGKLQRAIVSILNYVIYKNTHIKTVAIPALSSGIFQFPLNLCTKTIVETIRVSLQGKPMMSNLKEIHLVSNEDPTVAAFKAASEFILGKSE.... Result: 0 (no interaction). (6) The miRNA is hsa-miR-4318 with sequence CACUGUGGGUACAUGCU. The protein sequence of the target gene is MPTPRGCSGPCHFLAPAFVLLLLPALSGSGAVPSMVVREVQESKSPKPGPHTLSPLPPGPTAAQPRGQAQSDAAGLPGAESRNDSIPGAGSEADGLEGKAGEGSQGGSLAVSPSPGDKPMTQRALTVLVVVSAAVLVYFVVRTVRMRRRNRKTRRYGVLDTNIENMELTPLEQDDEDDDNTLFDANHPRR. Result: 0 (no interaction). (7) The miRNA is mmu-miR-200b-3p with sequence UAAUACUGCCUGGUAAUGAUGA. The protein sequence of the target gene is MRSLSLAWLLGGITLLAASVSCSRTENLAPGRNNSKGRSLIGRLETQPPITGKGVPVEPGFSIDEFSASILTGKLTTVFLPVVYIIVFVIGLPSNGMALWIFLFRTKKKHPAVIYMANLALADLLSVIWFPLKISYHLHGNNWVYGEALCKVLIGFFYGNMYCSILFMTCLSVQRYWVIVNPMGHPRKKANIAVGVSLAIWLLIFLVTIPLYVMKQTIYIPALNITTCHDVLPEEVLVGDMFNYFLSLAIGVFLFPALLTASAYVLMIKTLRSSAMDEHSEKKRQRAIRLIITVLAMYFI.... Result: 0 (no interaction). (8) Result: 0 (no interaction). The protein sequence of the target gene is MPECWDGEHDIETPYGLLHVVIRGSPKGNRPAILTYHDVGLNHKLCFNTFFNFEDMQEITKHFVVCHVDAPGQQVGASQFPQGYQFPSMEQLAAMLPSVVQHFGFKYVIGIGVGAGAYVLAKFALIFPDLVEGLVLMNIDPNGKGWIDWAATKLSGLTSTLPDTVLSHLFSQEELVNNTELVQSYRQQISNVVNQANLQLFWNMYNSRRDLDINRPGTVPNAKTLRCPVMLVVGDNAPAEEGVVECNSKLDPTTTTFLKMADSGGLPQVTQPGKLTEAFKYFLQGMGYIAHLKDRRLSGG.... The miRNA is hsa-miR-8056 with sequence CGUGGAUUGUCUGGAUGCAU. (9) The miRNA is hsa-miR-4458 with sequence AGAGGUAGGUGUGGAAGAA. The protein sequence of the target gene is MVRKPVVATISKGGYLQGNMSGRLPSMGDQEPPGQEKVVLKKKITLLRGVSIIIGTVIGSGIFISPKGILQNTGSVGMSLVFWSACGVLSLFGALSYAELGTSIKKSGGHYTYILEVFGPLLAFVRVWVELLVIRPGATAVISLAFGRYILEPFFIQCEIPELAIKLVTAVGITVVMVLNSTSVSWSARIQIFLTFCKLTAILIIIVPGVIQLIKGQTHHFKDAFSGRDTSLMGLPLAFYYGMYAYAGWFYLNFITEEVDNPEKTIPLAICISMAIITVGYVLTNVAYFTTISAEELLQS.... Result: 0 (no interaction). (10) The miRNA is hsa-miR-6500-5p with sequence AGGAGCUAUCCACUCCAGGUGUCC. The protein sequence of the target gene is MASVVLALRTRTAVTSLLSPTPATALAVRYASKKSGGSSKNLGGKSSGRRQGIKKMEGHYVHAGNIIATQRHFRWHPGAHVGVGKNKCLYALEEGIVRYTKEVYVPHPRNTEAVDLITRLPKGAVLYKTFVHVVPAKPEGTFKLVAML. Result: 0 (no interaction).